From a dataset of Peptide-MHC class II binding affinity with 134,281 pairs from IEDB. Regression. Given a peptide amino acid sequence and an MHC pseudo amino acid sequence, predict their binding affinity value. This is MHC class II binding data. The peptide sequence is RCLHYTVDKSKPK. The MHC is DRB3_0101 with pseudo-sequence DRB3_0101. The binding affinity (normalized) is 0.